Dataset: Catalyst prediction with 721,799 reactions and 888 catalyst types from USPTO. Task: Predict which catalyst facilitates the given reaction. (1) Reactant: [Cl:1][C:2]1[CH:3]=[CH:4][C:5]([OH:20])=[C:6]([CH2:8][C:9]2[O:13][C:12]([C:14]([O:16][CH2:17][CH3:18])=[O:15])=[C:11]([CH3:19])[CH:10]=2)[CH:7]=1.C(=O)([O-])[O-].[K+].[K+]. Product: [Cl:1][C:2]1[CH:3]=[CH:4][C:5]([O:20][CH2:8][C:6]2[CH:7]=[CH:2][CH:3]=[CH:4][CH:5]=2)=[C:6]([CH2:8][C:9]2[O:13][C:12]([C:14]([O:16][CH2:17][CH3:18])=[O:15])=[C:11]([CH3:19])[CH:10]=2)[CH:7]=1. The catalyst class is: 21. (2) Reactant: Cl[C:2]1[C:15]2[C:14](=[O:16])[N:13]([C:17]3[CH:18]=[C:19]([C:23]4[O:27][C:26](=[O:28])[N:25]([CH3:29])[N:24]=4)[CH:20]=[CH:21][CH:22]=3)[CH2:12][C@H:11]3[N:7]([CH2:8][CH2:9][CH2:10]3)[C:6]=2[N:5]=[C:4]([S:30][CH3:31])[N:3]=1.[CH:32]1([NH2:35])[CH2:34][CH2:33]1. Product: [CH:32]1([NH:35][C:2]2[C:15]3[C:14](=[O:16])[N:13]([C:17]4[CH:18]=[C:19]([C:23]5[O:27][C:26](=[O:28])[N:25]([CH3:29])[N:24]=5)[CH:20]=[CH:21][CH:22]=4)[CH2:12][C@H:11]4[N:7]([CH2:8][CH2:9][CH2:10]4)[C:6]=3[N:5]=[C:4]([S:30][CH3:31])[N:3]=2)[CH2:34][CH2:33]1. The catalyst class is: 1.